From a dataset of Full USPTO retrosynthesis dataset with 1.9M reactions from patents (1976-2016). Predict the reactants needed to synthesize the given product. (1) Given the product [F:1][C:2]1[CH:10]=[CH:9][C:5]([C:6]([OH:21])=[O:7])=[C:4]([S:11][CH3:12])[CH:3]=1, predict the reactants needed to synthesize it. The reactants are: [F:1][C:2]1[CH:10]=[CH:9][C:5]([C:6](N)=[O:7])=[C:4]([S:11][CH3:12])[CH:3]=1.[H-].[Al+3].[Li+].[H-].[H-].[H-].C([O:21]CC)C. (2) The reactants are: [F:1][C:2]1[C:7]([C:8]([F:11])([F:10])[F:9])=[CH:6][CH:5]=[CH:4][C:3]=1[CH:12]1[CH2:17][CH2:16][NH:15][CH2:14][CH2:13]1.C(=O)([O-])[O-].[K+].[K+].Br[CH2:25][CH2:26][O:27][CH3:28].Cl. Given the product [F:1][C:2]1[C:7]([C:8]([F:9])([F:10])[F:11])=[CH:6][CH:5]=[CH:4][C:3]=1[CH:12]1[CH2:17][CH2:16][N:15]([CH2:25][CH2:26][O:27][CH3:28])[CH2:14][CH2:13]1, predict the reactants needed to synthesize it. (3) Given the product [NH2:1][C:2]1[C:10]2[C:5](=[CH:6][CH:7]=[C:8]([N+:11]([O-:13])=[O:12])[CH:9]=2)[N:4]([C:14]2[CH:15]=[CH:16][C:17]([O:20][C:21]3[CH:26]=[CH:25][CH:24]=[CH:23][CH:22]=3)=[CH:18][CH:19]=2)[C:3]=1[C:27]([NH2:28])=[O:29], predict the reactants needed to synthesize it. The reactants are: [NH2:1][C:2]1[C:10]2[C:5](=[CH:6][CH:7]=[C:8]([N+:11]([O-:13])=[O:12])[CH:9]=2)[N:4]([C:14]2[CH:19]=[CH:18][C:17]([O:20][C:21]3[CH:26]=[CH:25][CH:24]=[CH:23][CH:22]=3)=[CH:16][CH:15]=2)[C:3]=1[C:27]#[N:28].[OH-:29].[Na+]. (4) Given the product [CH3:16][C:9]1([CH:17]([OH:19])[CH3:18])[CH2:10][O:11][C:12]([CH3:14])([CH3:15])[CH2:13][NH:8]1, predict the reactants needed to synthesize it. The reactants are: C([N:8]1[CH2:13][C:12]([CH3:15])([CH3:14])[O:11][CH2:10][C:9]1([CH:17]([OH:19])[CH3:18])[CH3:16])C1C=CC=CC=1. (5) Given the product [CH3:6][O:7][C:8](=[O:9])[CH:10]=[C:3]1[CH2:2][O:1][CH2:4]1, predict the reactants needed to synthesize it. The reactants are: [O:1]1[CH2:4][C:3](=O)[CH2:2]1.[CH3:6][O:7][C:8]([CH:10]=P(C1C=CC=CC=1)(C1C=CC=CC=1)C1C=CC=CC=1)=[O:9]. (6) Given the product [CH:7]([N:10]1[CH2:11][CH2:12][CH2:13][CH2:14][CH:15]1[CH2:32][CH2:31][OH:30])([CH3:8])[CH3:9], predict the reactants needed to synthesize it. The reactants are: [H-].[Al+3].[Li+].[H-].[H-].[H-].[CH:7]([N:10]1[CH2:15][CH2:14][CH:13](CC(OCC)=O)[CH2:12][CH2:11]1)([CH3:9])[CH3:8].[OH-].[Na+].S([O-])([O-])(=O)=O.[Mg+2].[O:30]1CC[CH2:32][CH2:31]1. (7) Given the product [CH3:9][C:8]([C:41]([OH:43])=[O:42])([C:10]1[CH:15]=[CH:14][C:13]([CH:16]([OH:40])[CH2:17][CH2:18][CH2:19][N:20]2[CH2:21][CH2:22][CH:23]([C:26]([OH:39])([C:27]3[CH:32]=[CH:31][CH:30]=[CH:29][CH:28]=3)[C:33]3[CH:34]=[CH:35][CH:36]=[CH:37][CH:38]=3)[CH2:24][CH2:25]2)=[CH:12][CH:11]=1)[CH3:7].[ClH:44], predict the reactants needed to synthesize it. The reactants are: C(OCC)(=O)C.[CH3:7][C:8]([C:41]([OH:43])=[O:42])([C:10]1[CH:11]=[CH:12][C:13]([CH:16]([OH:40])[CH2:17][CH2:18][CH2:19][N:20]2[CH2:25][CH2:24][CH:23]([C:26]([OH:39])([C:33]3[CH:34]=[CH:35][CH:36]=[CH:37][CH:38]=3)[C:27]3[CH:28]=[CH:29][CH:30]=[CH:31][CH:32]=3)[CH2:22][CH2:21]2)=[CH:14][CH:15]=1)[CH3:9].[ClH:44].C(O)(C)C.